Dataset: Retrosynthesis with 50K atom-mapped reactions and 10 reaction types from USPTO. Task: Predict the reactants needed to synthesize the given product. Given the product COCc1nc2c(C(C)(C)O)cccc2n1Cc1ccc2c(c1)COc1cc(F)ccc1/C2=C(\C)C#N, predict the reactants needed to synthesize it. The reactants are: C/C(C#N)=C1/c2ccc(CBr)cc2COc2cc(F)ccc21.COCc1nc2c(C(C)(C)O)cccc2[nH]1.